From a dataset of Reaction yield outcomes from USPTO patents with 853,638 reactions. Predict the reaction yield, written as a fraction of the theoretical maximum amount of product (1.0 means a 100% yield; for example, 0.34 means a 34% yield). (1) The reactants are [CH3:1][O:2][C:3]1[CH:10]=[CH:9][C:8]([O:11][C:12]([F:15])([F:14])[F:13])=[CH:7][C:4]=1[CH:5]=[O:6].[BH4-].[Na+]. The catalyst is CO. The product is [CH3:1][O:2][C:3]1[CH:10]=[CH:9][C:8]([O:11][C:12]([F:13])([F:15])[F:14])=[CH:7][C:4]=1[CH2:5][OH:6]. The yield is 0.950. (2) The reactants are [N+:1]([C:4]1[CH:5]=[CH:6][C:7]2[CH2:13][CH2:12][CH:11]([N:14]3[CH2:18][CH2:17][CH2:16][CH2:15]3)[CH2:10][CH2:9][C:8]=2[CH:19]=1)([O-])=O. The catalyst is [Pd].CO. The product is [NH2:1][C:4]1[CH:5]=[CH:6][C:7]2[CH2:13][CH2:12][CH:11]([N:14]3[CH2:18][CH2:17][CH2:16][CH2:15]3)[CH2:10][CH2:9][C:8]=2[CH:19]=1. The yield is 1.00. (3) The reactants are [CH2:1]([S:3]([N:6]1[CH2:11][CH2:10][CH:9]([C:12]2[C:20]3[C:15](=[C:16]([C:35]([NH2:37])=[O:36])[CH:17]=[C:18]([C:21]4[CH:25]=[C:24]([CH2:26][N:27]5[CH2:31][CH2:30][CH2:29][CH:28]5CCC)[S:23][CH:22]=4)[CH:19]=3)[NH:14][CH:13]=2)[CH2:8][CH2:7]1)(=[O:5])=[O:4])[CH3:2].[CH2:38]([CH:41]1CCCN1)[CH2:39]C. No catalyst specified. The product is [CH2:1]([S:3]([N:6]1[CH2:7][CH2:8][CH:9]([C:12]2[C:20]3[C:15](=[C:16]([C:35]([NH2:37])=[O:36])[CH:17]=[C:18]([C:21]4[CH:25]=[C:24]([CH2:26][N:27]5[CH2:31][CH2:30][CH2:29][CH:28]5[CH:38]([CH3:41])[CH3:39])[S:23][CH:22]=4)[CH:19]=3)[NH:14][CH:13]=2)[CH2:10][CH2:11]1)(=[O:5])=[O:4])[CH3:2]. The yield is 0.295. (4) The reactants are [Cl:1][C:2]1[CH:3]=[C:4]([CH:8]=[C:9]([F:15])[C:10]=1[C:11]([O:13][CH3:14])=[O:12])C(O)=O.C1(P(N=[N+]=[N-])(C2C=CC=CC=2)=[O:23])C=CC=CC=1.C([N:35]([CH2:38]C)CC)C.[C:40]([OH:44])([CH3:43])([CH3:42])[CH3:41]. No catalyst specified. The product is [C:40]([O:44][C:38]([NH:35][C:4]1[CH:8]=[C:9]([F:15])[C:10]([C:11]([O:13][CH3:14])=[O:12])=[C:2]([Cl:1])[CH:3]=1)=[O:23])([CH3:43])([CH3:42])[CH3:41]. The yield is 0.902.